Dataset: Forward reaction prediction with 1.9M reactions from USPTO patents (1976-2016). Task: Predict the product of the given reaction. (1) Given the reactants [NH:1]1[C:5](=[O:6])[CH2:4][N:3]2[C:7](=[O:10])[CH2:8][CH2:9][CH:2]12.C([O-])([O-])=O.[K+].[K+].I[C:18]1[CH:23]=[CH:22][CH:21]=[CH:20][CH:19]=1.C(OCC)(=O)C, predict the reaction product. The product is: [C:18]1([N:1]2[C:5](=[O:6])[CH2:4][N:3]3[C:7](=[O:10])[CH2:8][CH2:9][CH:2]23)[CH:23]=[CH:22][CH:21]=[CH:20][CH:19]=1. (2) Given the reactants [CH2:1]([NH:3][C:4]1[C:9]([CH:10]=O)=[CH:8][N:7]=[C:6]([S:12][CH3:13])[N:5]=1)[CH3:2].COC(=O)[C:17]1[CH:22]=[C:21]([O:23][CH3:24])[CH:20]=[C:19]([CH2:25][C:26]#[N:27])[CH:18]=1.[C:29]([O-:32])([O-])=[O:30].[K+].[K+].[CH3:35]N(C=O)C, predict the reaction product. The product is: [CH3:35][O:32][C:29](=[O:30])[C:17]1[CH:22]=[C:21]([O:23][CH3:24])[CH:20]=[C:19]([C:25]2[C:26](=[NH:27])[N:3]([CH2:1][CH3:2])[C:4]3[N:5]=[C:6]([S:12][CH3:13])[N:7]=[CH:8][C:9]=3[CH:10]=2)[CH:18]=1. (3) Given the reactants [CH3:1][C:2]1[CH:3]=[C:4]([CH:9]=[CH:10][C:11]=1[C:12]1[S:13][CH:14]=[C:15]([CH3:17])[N:16]=1)[C:5]([O:7]C)=[O:6].[OH-].[Li+], predict the reaction product. The product is: [CH3:1][C:2]1[CH:3]=[C:4]([CH:9]=[CH:10][C:11]=1[C:12]1[S:13][CH:14]=[C:15]([CH3:17])[N:16]=1)[C:5]([OH:7])=[O:6]. (4) Given the reactants [CH3:1][O:2][C:3]1[CH:20]=[CH:19][C:6]([CH2:7][N:8]2[CH:17]=[C:16]3[C:10]([NH:11][CH2:12][CH2:13][CH2:14][C:15]3=[O:18])=[N:9]2)=[CH:5][CH:4]=1.[Li+].C[Si]([N-][Si](C)(C)C)(C)C.C([O-])([O-])=O.[K+].[K+].Br.Br[CH2:39][C:40]1[CH:45]=[CH:44][CH:43]=[CH:42][N:41]=1, predict the reaction product. The product is: [CH3:1][O:2][C:3]1[CH:4]=[CH:5][C:6]([CH2:7][N:8]2[CH:17]=[C:16]3[C:10]([N:11]([CH2:39][C:40]4[CH:45]=[CH:44][CH:43]=[CH:42][N:41]=4)[CH2:12][CH2:13][CH2:14][C:15]3=[O:18])=[N:9]2)=[CH:19][CH:20]=1. (5) Given the reactants C(O[C:4]([C:6]1([CH2:12][CH2:13]OC)[CH2:11][CH2:10][NH:9][CH2:8][CH2:7]1)=[O:5])C.[F:16][C:17]([F:29])([F:28])[C:18]1[CH:23]=[CH:22][CH:21]=[CH:20][C:19]=1[S:24](Cl)(=[O:26])=[O:25].[F:30][C:31]([F:43])([F:42])[CH:32]([CH3:41])[O:33][C:34]1[CH:39]=[CH:38][C:37]([NH2:40])=[CH:36][CH:35]=1, predict the reaction product. The product is: [F:16][C:17]([F:29])([F:28])[C:18]1[CH:23]=[CH:22][CH:21]=[CH:20][C:19]=1[S:24]([N:9]1[CH2:8][CH2:7][C:6]2([C:4](=[O:5])[N:40]([C:37]3[CH:38]=[CH:39][C:34]([O:33][CH:32]([CH3:41])[C:31]([F:30])([F:42])[F:43])=[CH:35][CH:36]=3)[CH2:13][CH2:12]2)[CH2:11][CH2:10]1)(=[O:26])=[O:25]. (6) Given the reactants [I:1][C:2]1[CH:11]=[CH:10][CH:9]=[C:8]2[C:3]=1[CH:4]=[CH:5][C:6](Cl)=[N:7]2.[NH2:13][C@H:14]1[C:22]2[C:17](=[CH:18][CH:19]=[CH:20][CH:21]=2)[CH2:16][CH2:15]1, predict the reaction product. The product is: [C@H:14]1([NH:13][C:6]2[CH:5]=[CH:4][C:3]3[C:8](=[CH:9][CH:10]=[CH:11][C:2]=3[I:1])[N:7]=2)[C:22]2[C:17](=[CH:18][CH:19]=[CH:20][CH:21]=2)[CH2:16][CH2:15]1. (7) Given the reactants C[O:2][C:3](=[O:40])[C:4]1[CH:9]=[CH:8][C:7]([CH2:10][N:11]2[CH:15]=[C:14]([C:16]3[CH:21]=[CH:20][C:19]([Cl:22])=[CH:18][C:17]=3[Cl:23])[N:13]=[C:12]2/[CH:24]=[CH:25]/[C:26]2[CH:31]=[CH:30][C:29]([C:32]3[CH:33]=[N:34][C:35]([O:38]C)=[CH:36][CH:37]=3)=[CH:28][CH:27]=2)=[CH:6][CH:5]=1.B(Br)(Br)Br, predict the reaction product. The product is: [Cl:23][C:17]1[CH:18]=[C:19]([Cl:22])[CH:20]=[CH:21][C:16]=1[C:14]1[N:13]=[C:12](/[CH:24]=[CH:25]/[C:26]2[CH:31]=[CH:30][C:29]([C:32]3[CH:33]=[N:34][C:35]([OH:38])=[CH:36][CH:37]=3)=[CH:28][CH:27]=2)[N:11]([CH2:10][C:7]2[CH:6]=[CH:5][C:4]([C:3]([OH:40])=[O:2])=[CH:9][CH:8]=2)[CH:15]=1. (8) Given the reactants [CH3:1][O:2][C:3]1[C:11]2[N:10]=[C:9]3[N:12]([C:16]4[C:17]([CH3:25])=[N:18][C:19]([O:23][CH3:24])=[N:20][C:21]=4[CH3:22])[CH2:13][CH2:14][CH2:15][N:8]3[C:7]=2[C:6]([CH2:26][OH:27])=[CH:5][CH:4]=1, predict the reaction product. The product is: [CH3:1][O:2][C:3]1[CH:4]=[CH:5][C:6]([CH:26]=[O:27])=[C:7]2[C:11]=1[N:10]=[C:9]1[N:12]([C:16]3[C:17]([CH3:25])=[N:18][C:19]([O:23][CH3:24])=[N:20][C:21]=3[CH3:22])[CH2:13][CH2:14][CH2:15][N:8]21. (9) Given the reactants [CH3:1][O:2][C:3]1[CH:4]=[C:5]([NH2:12])[CH:6]=[CH:7][C:8]=1[N+:9]([O-:11])=[O:10].O=[As](O[As](=O)=O)=O.O[CH2:21][CH:22]([CH2:24]O)O.S(=O)(=O)(O)O, predict the reaction product. The product is: [CH3:1][O:2][C:3]1[CH:4]=[C:5]2[C:6]([CH:21]=[CH:22][CH:24]=[N:12]2)=[CH:7][C:8]=1[N+:9]([O-:11])=[O:10]. (10) Given the reactants [CH3:1][O:2][C:3]1[CH:4]=[C:5]([C:13]2[CH:22]=[C:21]3[C:16]([CH:17]=[CH:18][CH:19]=[N:20]3)=[C:15](OS(C(F)(F)F)(=O)=O)[N:14]=2)[CH:6]=[C:7]([O:11][CH3:12])[C:8]=1[O:9][CH3:10].[NH2:31][CH2:32][C@@H:33]1[C@@H:37]([CH3:38])[NH:36][C:35](=[O:39])[CH2:34]1.C(N(C(C)C)CC)(C)C.FC(F)(F)C(O)=O, predict the reaction product. The product is: [CH3:38][C@H:37]1[NH:36][C:35](=[O:39])[CH2:34][C@@H:33]1[CH2:32][NH:31][C:15]1[N:14]=[C:13]([C:5]2[CH:4]=[C:3]([O:2][CH3:1])[C:8]([O:9][CH3:10])=[C:7]([O:11][CH3:12])[CH:6]=2)[CH:22]=[C:21]2[C:16]=1[CH:17]=[CH:18][CH:19]=[N:20]2.